Dataset: Forward reaction prediction with 1.9M reactions from USPTO patents (1976-2016). Task: Predict the product of the given reaction. (1) Given the reactants [CH2:1]([O:3][C:4]([C:6]1[C:7](=[O:28])[NH:8][C:9]2[C:13]([C:14]=1[N:15]1[CH2:20][CH2:19][N:18]([C:21]([C:23]3[S:24][CH:25]=[CH:26][CH:27]=3)=[O:22])[CH2:17][CH2:16]1)=[CH:12][S:11][CH:10]=2)=[O:5])[CH3:2].Br[CH2:30][C:31]([C:33]1[CH:38]=[CH:37][CH:36]=[CH:35][CH:34]=1)=[O:32], predict the reaction product. The product is: [CH2:1]([O:3][C:4]([C:6]1[C:7](=[O:28])[N:8]([CH2:30][C:31](=[O:32])[C:33]2[CH:38]=[CH:37][CH:36]=[CH:35][CH:34]=2)[C:9]2[C:13]([C:14]=1[N:15]1[CH2:16][CH2:17][N:18]([C:21]([C:23]3[S:24][CH:25]=[CH:26][CH:27]=3)=[O:22])[CH2:19][CH2:20]1)=[CH:12][S:11][CH:10]=2)=[O:5])[CH3:2]. (2) The product is: [CH3:1][O:2][C:3]1[CH:8]=[CH:7][CH:6]=[CH:5][C:4]=1[CH:9]([N:23]1[CH2:24][CH2:25][O:26][CH2:27][CH2:28]1)[CH2:10][NH:11][C:12]1[C:13]2[N:14]([CH:20]=[CH:21][CH:22]=2)[N:15]=[CH:16][C:17]=1[C:18]([NH2:19])=[O:30]. Given the reactants [CH3:1][O:2][C:3]1[CH:8]=[CH:7][CH:6]=[CH:5][C:4]=1[CH:9]([N:23]1[CH2:28][CH2:27][O:26][CH2:25][CH2:24]1)[CH2:10][NH:11][C:12]1[C:13]2[N:14]([CH:20]=[CH:21][CH:22]=2)[N:15]=[CH:16][C:17]=1[C:18]#[N:19].[NH4+].[OH-:30].OO, predict the reaction product. (3) Given the reactants [NH2:1][C:2]1[N:22]=[C:5]2[C:6]([C:11]3[CH:16]=[CH:15][C:14]([C:17]([OH:20])([CH3:19])[CH3:18])=[C:13]([F:21])[CH:12]=3)=[CH:7][C:8]([CH3:10])=[CH:9][N:4]2[N:3]=1.Br[C:24]1[CH:29]=[CH:28][C:27]([N:30]2[CH:34]=[C:33]([CH3:35])[N:32]=[CH:31]2)=[C:26]([O:36][CH3:37])[CH:25]=1.C(Cl)Cl, predict the reaction product. The product is: [F:21][C:13]1[CH:12]=[C:11]([C:6]2[C:5]3[N:4]([N:3]=[C:2]([NH:1][C:24]4[CH:29]=[CH:28][C:27]([N:30]5[CH:34]=[C:33]([CH3:35])[N:32]=[CH:31]5)=[C:26]([O:36][CH3:37])[CH:25]=4)[N:22]=3)[CH:9]=[C:8]([CH3:10])[CH:7]=2)[CH:16]=[CH:15][C:14]=1[C:17]([OH:20])([CH3:19])[CH3:18]. (4) Given the reactants [C:1]1([C:7]2[O:8][C:9]([C:15]([F:18])([F:17])[F:16])=[C:10]([C:12]([OH:14])=O)[N:11]=2)[CH:6]=[CH:5][CH:4]=[CH:3][CH:2]=1.[CH3:19][O:20][CH2:21][CH2:22][N:23]([CH3:31])[C:24]1[CH:29]=[CH:28][C:27]([NH2:30])=[CH:26][N:25]=1, predict the reaction product. The product is: [CH3:19][O:20][CH2:21][CH2:22][N:23]([CH3:31])[C:24]1[N:25]=[CH:26][C:27]([NH:30][C:12]([C:10]2[N:11]=[C:7]([C:1]3[CH:2]=[CH:3][CH:4]=[CH:5][CH:6]=3)[O:8][C:9]=2[C:15]([F:18])([F:17])[F:16])=[O:14])=[CH:28][CH:29]=1.